This data is from Peptide-MHC class I binding affinity with 185,985 pairs from IEDB/IMGT. The task is: Regression. Given a peptide amino acid sequence and an MHC pseudo amino acid sequence, predict their binding affinity value. This is MHC class I binding data. (1) The peptide sequence is IRNLVKRYK. The MHC is HLA-B35:01 with pseudo-sequence HLA-B35:01. The binding affinity (normalized) is 0.0847. (2) The peptide sequence is ENLKSLYNTV. The MHC is Mamu-B03 with pseudo-sequence Mamu-B03. The binding affinity (normalized) is 0.0668.